This data is from Catalyst prediction with 721,799 reactions and 888 catalyst types from USPTO. The task is: Predict which catalyst facilitates the given reaction. (1) Reactant: [BH4-].[Li+].Cl[Si](C)(C)C.Cl.[NH2:9][CH:10]([CH2:14][C:15]([F:18])([F:17])[F:16])[C:11](O)=[O:12].CO. Product: [NH2:9][CH:10]([CH2:14][C:15]([F:18])([F:17])[F:16])[CH2:11][OH:12]. The catalyst class is: 1. (2) Reactant: O[CH:2]([C:24]1[CH:29]=[CH:28][CH:27]=[CH:26][CH:25]=1)[C:3]1[C:11]2[O:10][C:9]([CH3:13])([CH3:12])[CH2:8][C:7]=2[C:6]([CH3:14])=[C:5]([NH:15][C:16](=[O:22])[CH2:17][C:18]([CH3:21])([CH3:20])[CH3:19])[C:4]=1[CH3:23]. Product: [CH2:2]([C:3]1[C:11]2[O:10][C:9]([CH3:12])([CH3:13])[CH2:8][C:7]=2[C:6]([CH3:14])=[C:5]([NH:15][C:16](=[O:22])[CH2:17][C:18]([CH3:21])([CH3:20])[CH3:19])[C:4]=1[CH3:23])[C:24]1[CH:25]=[CH:26][CH:27]=[CH:28][CH:29]=1. The catalyst class is: 175. (3) Reactant: [C:1]([C:5]1[CH:6]=[C:7]2[C:12](=[C:13]([F:15])[CH:14]=1)[C:11](=[O:16])[N:10]([C:17]1[C:22]([CH2:23][OH:24])=[C:21]([C:25]3[CH:30]=[C:29]([N:31]=C(C4C=CC=CC=4)C4C=CC=CC=4)[C:28](=[O:45])[N:27]([CH3:46])[CH:26]=3)[CH:20]=[CH:19][N:18]=1)[N:9]=[CH:8]2)([CH3:4])([CH3:3])[CH3:2]. Product: [NH2:31][C:29]1[C:28](=[O:45])[N:27]([CH3:46])[CH:26]=[C:25]([C:21]2[CH:20]=[CH:19][N:18]=[C:17]([N:10]3[N:9]=[CH:8][C:7]4[C:12](=[C:13]([F:15])[CH:14]=[C:5]([C:1]([CH3:4])([CH3:2])[CH3:3])[CH:6]=4)[C:11]3=[O:16])[C:22]=2[CH2:23][OH:24])[CH:30]=1. The catalyst class is: 89. (4) Reactant: [NH2:1][C:2]1[S:3][C:4]([N+:7]([O-:9])=[O:8])=[CH:5][N:6]=1.[CH2:10]([N:17]=[C:18]=[O:19])[C:11]1[CH:16]=[CH:15][CH:14]=[CH:13][CH:12]=1. Product: [CH2:10]([NH:17][C:18]([NH:1][C:2]1[S:3][C:4]([N+:7]([O-:9])=[O:8])=[CH:5][N:6]=1)=[O:19])[C:11]1[CH:16]=[CH:15][CH:14]=[CH:13][CH:12]=1. The catalyst class is: 9. (5) Reactant: [Cl:1][C:2]1[CH:7]=[CH:6][N:5]=[C:4](/[CH:8]=[N:9]/[S@](C(C)(C)C)=O)[C:3]=1[F:16].CC([S@](N)=O)(C)C.Cl[C:25]1[CH:30]=[CH:29]N=[C:27]([CH:31]=[O:32])[C:26]=1F.[C:34]([O-:37])([O-])=O.[Cs+].[Cs+].[CH3:40][CH2:41][O:42]C(C)=O. Product: [C:31]1([O:32][C:34](=[O:37])[NH:9][C@H:8]([C:4]2[C:3]([F:16])=[C:2]([Cl:1])[CH:7]=[CH:6][N:5]=2)[CH2:40][CH:41]=[O:42])[CH:29]=[CH:30][CH:25]=[CH:26][CH:27]=1. The catalyst class is: 2.